From a dataset of Full USPTO retrosynthesis dataset with 1.9M reactions from patents (1976-2016). Predict the reactants needed to synthesize the given product. (1) The reactants are: [NH2:1][C:2]1[CH:7]=[C:6]([Cl:8])[CH:5]=[CH:4][C:3]=1[N:9]([CH2:17][CH2:18][CH2:19][S:20]([CH3:23])(=[O:22])=[O:21])[C:10](=O)OC(C)(C)C.[Cl:24][CH2:25]C([O-])=O.[Na+]. Given the product [Cl:8][C:6]1[CH:5]=[CH:4][C:3]2[N:9]([CH2:17][CH2:18][CH2:19][S:20]([CH3:23])(=[O:22])=[O:21])[C:10]([CH2:25][Cl:24])=[N:1][C:2]=2[CH:7]=1, predict the reactants needed to synthesize it. (2) Given the product [CH2:29]([O:31][C:32](=[O:42])[C:33]1[CH:38]=[CH:37][C:36]([NH:39][C:40]([N:11]2[CH2:12][C@H:8]([C:4]3[CH:5]=[CH:6][CH:7]=[C:2]([Cl:1])[C:3]=3[F:28])[C@:9]([C:20]3[CH:25]=[CH:24][C:23]([Cl:26])=[CH:22][C:21]=3[F:27])([C:18]#[N:19])[C@@H:10]2[CH2:13][C:14]([CH3:17])([CH3:16])[CH3:15])=[O:41])=[CH:35][CH:34]=1)[CH3:30], predict the reactants needed to synthesize it. The reactants are: [Cl:1][C:2]1[C:3]([F:28])=[C:4]([CH:8]2[CH2:12][NH:11][CH:10]([CH2:13][C:14]([CH3:17])([CH3:16])[CH3:15])[C:9]2([C:20]2[CH:25]=[CH:24][C:23]([Cl:26])=[CH:22][C:21]=2[F:27])[C:18]#[N:19])[CH:5]=[CH:6][CH:7]=1.[CH2:29]([O:31][C:32](=[O:42])[C:33]1[CH:38]=[CH:37][C:36]([N:39]=[C:40]=[O:41])=[CH:35][CH:34]=1)[CH3:30].C(N(CC)CC)C.O.